From a dataset of Catalyst prediction with 721,799 reactions and 888 catalyst types from USPTO. Predict which catalyst facilitates the given reaction. (1) Reactant: [CH2:1]([N:8]1[CH:12]=[C:11]([CH2:13][CH2:14][CH2:15][OH:16])[C:10]([CH:17]([CH3:19])[CH3:18])=[N:9]1)[C:2]1[CH:7]=[CH:6][CH:5]=[CH:4][CH:3]=1.C(N(C(C)C)C(C)C)C.[O:29]1[CH2:33]CC[CH2:30]1.COCCl. Product: [CH2:1]([N:8]1[CH:12]=[C:11]([CH2:13][CH2:14][CH2:15][O:16][CH2:30][O:29][CH3:33])[C:10]([CH:17]([CH3:19])[CH3:18])=[N:9]1)[C:2]1[CH:3]=[CH:4][CH:5]=[CH:6][CH:7]=1. The catalyst class is: 6. (2) Reactant: [CH3:1][C:2]([CH3:21])([CH3:20])[C:3]([C:5]1[O:6][C:7]2[CH:17]=[CH:16][C:15]([O:18][CH3:19])=[CH:14][C:8]=2[C:9]=1[CH2:10][C:11]([OH:13])=O)=[O:4].C1C=CC2N(O)N=NC=2C=1.Cl.[CH3:33][C:34]([CH3:39])([CH3:38])[CH2:35][CH2:36][NH2:37].CCN(C(C)C)C(C)C. Product: [CH3:33][C:34]([CH3:39])([CH3:38])[CH2:35][CH2:36][NH:37][C:11](=[O:13])[CH2:10][C:9]1[C:8]2[CH:14]=[C:15]([O:18][CH3:19])[CH:16]=[CH:17][C:7]=2[O:6][C:5]=1[C:3](=[O:4])[C:2]([CH3:20])([CH3:1])[CH3:21]. The catalyst class is: 607. (3) Reactant: [OH-].[Li+].[CH3:3][O:4][C:5]1[CH:6]=[C:7]([CH:10]=[CH:11][C:12]=1[N:13]1[CH:17]=[C:16]([CH3:18])[N:15]=[CH:14]1)[CH:8]=O.[F:19][C:20]1[CH:25]=[C:24]([F:26])[C:23]([F:27])=[CH:22][C:21]=1[C@H:28]1[N:36]2[C@@H:31]([CH2:32][CH2:33][CH:34](P(=O)(OCC)OCC)[C:35]2=[O:37])[CH2:30][CH2:29]1.C(O)C. Product: [F:19][C:20]1[CH:25]=[C:24]([F:26])[C:23]([F:27])=[CH:22][C:21]=1[C@H:28]1[N:36]2[C@@H:31]([CH2:32][CH2:33]/[C:34](=[CH:8]\[C:7]3[CH:10]=[CH:11][C:12]([N:13]4[CH:17]=[C:16]([CH3:18])[N:15]=[CH:14]4)=[C:5]([O:4][CH3:3])[CH:6]=3)/[C:35]2=[O:37])[CH2:30][CH2:29]1. The catalyst class is: 7.